From a dataset of Peptide-MHC class II binding affinity with 134,281 pairs from IEDB. Regression. Given a peptide amino acid sequence and an MHC pseudo amino acid sequence, predict their binding affinity value. This is MHC class II binding data. (1) The peptide sequence is PAVKYIEPDMIVNAT. The MHC is HLA-DPA10301-DPB10402 with pseudo-sequence HLA-DPA10301-DPB10402. The binding affinity (normalized) is 0.583. (2) The peptide sequence is ENVIDVKLVDANGKL. The MHC is HLA-DPA10103-DPB10301 with pseudo-sequence HLA-DPA10103-DPB10301. The binding affinity (normalized) is 0.237. (3) The peptide sequence is QTSKKIGDDATLS. The MHC is HLA-DPA10201-DPB10101 with pseudo-sequence HLA-DPA10201-DPB10101. The binding affinity (normalized) is 0.0522. (4) The peptide sequence is HPQQFIYAGSLSALL. The MHC is DRB1_0101 with pseudo-sequence DRB1_0101. The binding affinity (normalized) is 0.592. (5) The peptide sequence is VFLQTHIFAEVLKDA. The MHC is HLA-DPA10201-DPB10501 with pseudo-sequence HLA-DPA10201-DPB10501. The binding affinity (normalized) is 0.771.